This data is from Peptide-MHC class I binding affinity with 185,985 pairs from IEDB/IMGT. The task is: Regression. Given a peptide amino acid sequence and an MHC pseudo amino acid sequence, predict their binding affinity value. This is MHC class I binding data. (1) The peptide sequence is WLKDSAIMV. The MHC is HLA-A02:02 with pseudo-sequence HLA-A02:02. The binding affinity (normalized) is 0.515. (2) The peptide sequence is YTMCSGKFSI. The MHC is HLA-A68:02 with pseudo-sequence HLA-A68:02. The binding affinity (normalized) is 0.966. (3) The peptide sequence is KRMGVQMQR. The MHC is HLA-A02:01 with pseudo-sequence HLA-A02:01. The binding affinity (normalized) is 0.0847. (4) The peptide sequence is TLIDFYLCFL. The MHC is HLA-A02:01 with pseudo-sequence HLA-A02:01. The binding affinity (normalized) is 0.928. (5) The peptide sequence is RADSMMLGY. The MHC is HLA-A11:01 with pseudo-sequence HLA-A11:01. The binding affinity (normalized) is 0.0847.